Task: Predict the product of the given reaction.. Dataset: Forward reaction prediction with 1.9M reactions from USPTO patents (1976-2016) The product is: [C:42]([CH:39]1[CH2:40][CH2:41][N:36]([C:29](=[O:31])[CH:28]([N:26]2[CH:27]=[C:23]([C:21]3[CH:20]=[N:19][N:18]4[C:14]([C:10]5[CH:9]=[C:8]([NH:7][C:5]([NH:4][CH2:3][C:2]([F:33])([F:34])[F:1])=[O:6])[CH:13]=[CH:12][CH:11]=5)=[CH:15][N:16]=[C:17]4[CH:22]=3)[CH:24]=[N:25]2)[CH3:32])[CH2:37][CH2:38]1)#[N:43]. Given the reactants [F:1][C:2]([F:34])([F:33])[CH2:3][NH:4][C:5]([NH:7][C:8]1[CH:9]=[C:10]([C:14]2[N:18]3[N:19]=[CH:20][C:21]([C:23]4[CH:24]=[N:25][N:26]([CH:28]([CH3:32])[C:29]([OH:31])=O)[CH:27]=4)=[CH:22][C:17]3=[N:16][CH:15]=2)[CH:11]=[CH:12][CH:13]=1)=[O:6].Cl.[NH:36]1[CH2:41][CH2:40][CH:39]([C:42]#[N:43])[CH2:38][CH2:37]1, predict the reaction product.